Dataset: Catalyst prediction with 721,799 reactions and 888 catalyst types from USPTO. Task: Predict which catalyst facilitates the given reaction. (1) Reactant: C1(N=C=NC2CCCCC2)CCCCC1.[CH3:16][N:17]([CH3:23])[C:18](=[O:22])[C:19]([OH:21])=O.ON1C2C=CC=CC=2N=N1.[CH3:34][O:35][C:36]1[CH:45]=[C:44]([O:46][CH3:47])[CH:43]=[C:42]2[C:37]=1[C:38](=[O:61])[NH:39][C:40]([C:48]1[C:53]([NH:54][CH:55]3[CH2:60][CH2:59][NH:58][CH2:57][CH2:56]3)=[CH:52][CH:51]=[CH:50][N:49]=1)=[N:41]2. Product: [CH3:34][O:35][C:36]1[CH:45]=[C:44]([O:46][CH3:47])[CH:43]=[C:42]2[C:37]=1[C:38](=[O:61])[NH:39][C:40]([C:48]1[C:53]([NH:54][CH:55]3[CH2:60][CH2:59][N:58]([C:19](=[O:21])[C:18]([N:17]([CH3:23])[CH3:16])=[O:22])[CH2:57][CH2:56]3)=[CH:52][CH:51]=[CH:50][N:49]=1)=[N:41]2. The catalyst class is: 3. (2) Reactant: [C:1]([NH:4][C:5]1[C:10](=[O:11])[CH2:9][CH:8]([C:12]([O:14][CH2:15][CH3:16])=[O:13])[CH2:7][C:6]=1O)(=O)[CH3:2].[CH3:18][NH2:19].C(O)(=O)C. Product: [CH3:18][N:19]1[C:6]2[CH2:7][CH:8]([C:12]([O:14][CH2:15][CH3:16])=[O:13])[CH2:9][C:10](=[O:11])[C:5]=2[N:4]=[C:1]1[CH3:2]. The catalyst class is: 11. (3) Reactant: [OH:1][CH2:2][CH2:3][NH:4][C:5]1[CH:6]=[C:7]2[C:11](=[CH:12][CH:13]=1)[C:10](=[C:14]1[C:22]3[C:17](=[CH:18][CH:19]=[CH:20][CH:21]=3)[NH:16][C:15]1=[O:23])[O:9][CH2:8]2.[Br:24][CH2:25][C:26](O[C:26](=[O:27])[CH2:25][Br:24])=[O:27].O. Product: [O:23]=[C:15]1[C:14](=[C:10]2[C:11]3[C:7](=[CH:6][C:5]([NH:4][CH2:3][CH2:2][O:1][C:26](=[O:27])[CH2:25][Br:24])=[CH:13][CH:12]=3)[CH2:8][O:9]2)[C:22]2[C:17](=[CH:18][CH:19]=[CH:20][CH:21]=2)[NH:16]1. The catalyst class is: 527.